Dataset: Full USPTO retrosynthesis dataset with 1.9M reactions from patents (1976-2016). Task: Predict the reactants needed to synthesize the given product. (1) Given the product [CH3:34][N:35]1[C:39]([CH3:40])=[CH:38][C:37]([C:41]([CH:15]2[CH2:14][CH2:13][CH2:12][C:11]3[CH:18]=[C:7]([N:6]4[CH2:5][C@H:4]([CH2:19][NH:20][C:21](=[O:23])[CH3:22])[O:3][C:2]4=[O:1])[CH:8]=[CH:9][C:10]=3[C:16]2=[O:17])=[O:42])=[N:36]1, predict the reactants needed to synthesize it. The reactants are: [O:1]=[C:2]1[N:6]([C:7]2[CH:8]=[CH:9][C:10]3[C:16](=[O:17])[CH2:15][CH2:14][CH2:13][CH2:12][C:11]=3[CH:18]=2)[CH2:5][C@H:4]([CH2:19][NH:20][C:21](=[O:23])[CH3:22])[O:3]1.[Li+].C[Si]([N-][Si](C)(C)C)(C)C.[CH3:34][N:35]1[C:39]([CH3:40])=[CH:38][C:37]([C:41](Cl)=[O:42])=[N:36]1. (2) Given the product [CH2:18]([CH:12]([CH2:11][C:8]1[CH:9]=[CH:10][C:5]([O:4][CH2:3][CH2:2][NH:1][C:40]([C:27]2[CH:26]=[CH:25][C:30]([C:31]3[CH:36]=[CH:35][CH:34]=[C:33]([CH:37]([O:38][CH3:39])[O:44][CH3:43])[CH:32]=3)=[CH:29][CH:28]=2)=[O:42])=[CH:6][CH:7]=1)[C:13]([O:15][CH2:16][CH3:17])=[O:14])[CH2:19][CH2:20][CH3:21], predict the reactants needed to synthesize it. The reactants are: [NH2:1][CH2:2][CH2:3][O:4][C:5]1[CH:10]=[CH:9][C:8]([CH2:11][CH:12]([CH2:18][CH2:19][CH2:20][CH3:21])[C:13]([O:15][CH2:16][CH3:17])=[O:14])=[CH:7][CH:6]=1.COC[C:25]1[C:30]([C:31]2[CH:36]=[CH:35][CH:34]=[C:33]([CH2:37][O:38][CH3:39])[CH:32]=2)=[CH:29][CH:28]=[C:27]([C:40]([OH:42])=O)[CH:26]=1.[C:43](N1C=CN=C1)(N1C=CN=C1)=[O:44]. (3) Given the product [CH3:1][C:2]1[CH:3]=[C:4]([CH:16]=[C:17]([CH3:19])[CH:18]=1)[CH2:5][S:6][C:7]1[CH:8]=[CH:9][C:10]([NH2:13])=[CH:11][CH:12]=1, predict the reactants needed to synthesize it. The reactants are: [CH3:1][C:2]1[CH:3]=[C:4]([CH:16]=[C:17]([CH3:19])[CH:18]=1)[CH2:5][S:6][C:7]1[CH:12]=[CH:11][C:10]([N+:13]([O-])=O)=[CH:9][CH:8]=1. (4) The reactants are: [CH:1](CC(OC(=O)CC=O)=O)=[O:2].[CH2:12]([O:19][NH:20][CH2:21][C:22]([NH:24][CH:25]1[CH2:30][CH2:29][CH2:28][CH2:27][CH2:26]1)=[O:23])[C:13]1[CH:18]=[CH:17][CH:16]=[CH:15][CH:14]=1. Given the product [CH2:12]([O:19][N:20]([CH:1]=[O:2])[CH2:21][C:22]([NH:24][CH:25]1[CH2:30][CH2:29][CH2:28][CH2:27][CH2:26]1)=[O:23])[C:13]1[CH:14]=[CH:15][CH:16]=[CH:17][CH:18]=1, predict the reactants needed to synthesize it. (5) Given the product [F:35][C:36]([F:41])([F:40])[C:37]([OH:39])=[O:38].[NH2:7][CH2:8][CH2:9][CH2:10][CH2:11][CH2:12][CH2:13][NH:14][CH2:15][C:16]([NH:17][C:18]1[CH:31]=[CH:30][C:29]2[NH:28][C:27](=[O:32])[C:26]3[C:21](=[CH:22][CH:23]=[CH:24][CH:25]=3)[C:20]=2[CH:19]=1)=[O:33], predict the reactants needed to synthesize it. The reactants are: C(OC(=O)[NH:7][CH2:8][CH2:9][CH2:10][CH2:11][CH2:12][CH2:13][NH:14][CH2:15][C:16](=[O:33])[NH:17][C:18]1[CH:31]=[CH:30][C:29]2[NH:28][C:27](=[O:32])[C:26]3[C:21](=[CH:22][CH:23]=[CH:24][CH:25]=3)[C:20]=2[CH:19]=1)(C)(C)C.[F:35][C:36]([F:41])([F:40])[C:37]([OH:39])=[O:38]. (6) The reactants are: CO.[CH2:3]([C:6]1[C:14]2[O:13][N:12]=[C:11]([C:15]([F:18])([F:17])[F:16])[C:10]=2[CH:9]=[CH:8][C:7]=1[O:19][CH2:20][CH2:21][CH2:22][C:23]([O:25]CC)=[O:24])[CH2:4][CH3:5].[OH-].[Na+].C(OCC)(=O)C. Given the product [CH2:3]([C:6]1[C:14]2[O:13][N:12]=[C:11]([C:15]([F:16])([F:17])[F:18])[C:10]=2[CH:9]=[CH:8][C:7]=1[O:19][CH2:20][CH2:21][CH2:22][C:23]([OH:25])=[O:24])[CH2:4][CH3:5], predict the reactants needed to synthesize it. (7) Given the product [CH2:1]([NH:3][C:4]([N:6]1[CH2:7][CH:8]([NH:10][C:11]([NH:13][C:14]2[CH:19]=[CH:18][C:17]([O:20][C:21]3[CH:26]=[CH:25][N:24]=[C:23]4[CH:27]=[C:28]([C:30]5[CH:35]=[CH:34][C:33]([CH2:36][N:37]([CH2:38][CH2:39][O:40][CH3:41])[C:48]([NH:45][CH2:44][CH3:43])=[O:53])=[CH:32][N:31]=5)[S:29][C:22]=34)=[C:16]([F:42])[CH:15]=2)=[O:12])[CH2:9]1)=[O:5])[CH3:2], predict the reactants needed to synthesize it. The reactants are: [CH2:1]([N:3]=[C:4]=[O:5])[CH3:2].[NH:6]1[CH2:9][CH:8]([NH:10][C:11]([NH:13][C:14]2[CH:19]=[CH:18][C:17]([O:20][C:21]3[CH:26]=[CH:25][N:24]=[C:23]4[CH:27]=[C:28]([C:30]5[CH:35]=[CH:34][C:33]([CH2:36][NH:37][CH2:38][CH2:39][O:40][CH3:41])=[CH:32][N:31]=5)[S:29][C:22]=34)=[C:16]([F:42])[CH:15]=2)=[O:12])[CH2:7]1.[CH3:43][CH2:44][N:45]([CH2:48]C)CC.C1C[O:53]CC1. (8) Given the product [F:1][C:2]1[C:7]([F:8])=[CH:6][CH:5]=[CH:4][C:3]=1[CH:9]1[CH2:14][CH2:13][N:12]([CH2:15][CH2:16][CH3:17])[CH2:11][CH2:10]1, predict the reactants needed to synthesize it. The reactants are: [F:1][C:2]1[C:7]([F:8])=[CH:6][CH:5]=[CH:4][C:3]=1[C:9]1[CH2:10][CH2:11][N:12]([CH2:15][CH2:16][CH3:17])[CH2:13][CH:14]=1.Cl.